From a dataset of Full USPTO retrosynthesis dataset with 1.9M reactions from patents (1976-2016). Predict the reactants needed to synthesize the given product. (1) Given the product [CH3:18][CH:14]1[CH2:19][C:4]2[C:3](=[C:2]([CH3:1])[CH:7]=[CH:6][C:5]=2[CH3:8])[C:15]1=[O:16], predict the reactants needed to synthesize it. The reactants are: [CH3:1][C:2]1[CH:3]=[CH:4][C:5]([CH3:8])=[CH:6][CH:7]=1.[Al+3].[Cl-].[Cl-].[Cl-].Br[C:14]([CH3:19])([CH3:18])[C:15](Br)=[O:16].Br.Cl. (2) Given the product [C:10]([O:9][C:7]([N:1]1[CH2:6][CH2:5][N:4]([S:30]([C:27]2[CH:28]=[CH:29][C:24]([CH3:23])=[C:25]([N+:34]([O-:36])=[O:35])[CH:26]=2)(=[O:31])=[O:32])[CH2:3][CH2:2]1)=[O:8])([CH3:13])([CH3:12])[CH3:11], predict the reactants needed to synthesize it. The reactants are: [N:1]1([C:7]([O:9][C:10]([CH3:13])([CH3:12])[CH3:11])=[O:8])[CH2:6][CH2:5][NH:4][CH2:3][CH2:2]1.C(N(C(C)C)CC)(C)C.[CH3:23][C:24]1[CH:29]=[CH:28][C:27]([S:30](Cl)(=[O:32])=[O:31])=[CH:26][C:25]=1[N+:34]([O-:36])=[O:35].O. (3) The reactants are: [C:1]([CH2:4][CH2:5][CH2:6][CH2:7][CH2:8][N+:9]1[C:17]2[C:12](=[C:13]([F:21])[C:14]([F:20])=[C:15]([F:19])[C:16]=2[F:18])[C:11]([CH3:30])([CH2:22][CH2:23][CH2:24][CH2:25][S:26]([OH:29])(=[O:28])=[O:27])[CH:10]=1)([OH:3])=[O:2].Cl.C1(N=[CH:39][CH2:40][CH:41]=[N:42][C:43]2[CH:48]=[CH:47][CH:46]=[CH:45][CH:44]=2)C=CC=CC=1.[C:49](OC(=O)C)(=O)C. Given the product [F:21][C:13]1[C:14]([F:20])=[C:15]([F:19])[C:16]([F:18])=[C:17]2[C:12]=1[C:11]([CH3:30])([CH2:22][CH2:23][CH2:24][CH2:25][S:26]([OH:29])(=[O:28])=[O:27])/[C:10](=[CH:49]\[CH:39]=[CH:40]\[CH:41]=[N:42]\[C:43]1[CH:44]=[CH:45][CH:46]=[CH:47][CH:48]=1)/[N:9]2[CH2:8][CH2:7][CH2:6][CH2:5][CH2:4][C:1]([OH:3])=[O:2], predict the reactants needed to synthesize it. (4) Given the product [F:1][C:2]1[CH:3]=[C:4]([CH:9]2[NH:27][C:25]([O:24][CH3:23])=[N:26][C:15]([CH3:16])=[C:10]2[C:11]([O:13][CH3:14])=[O:12])[CH:5]=[CH:6][C:7]=1[F:8], predict the reactants needed to synthesize it. The reactants are: [F:1][C:2]1[CH:3]=[C:4]([CH:9]=[C:10]([C:15](=O)[CH3:16])[C:11]([O:13][CH3:14])=[O:12])[CH:5]=[CH:6][C:7]=1[F:8].S(O)(O)(=O)=O.[CH3:23][O:24][C:25](=[NH:27])[NH2:26].C([O-])(O)=O.[Na+]. (5) Given the product [NH:1]1[C:5]2[CH:6]=[CH:7][CH:8]=[CH:9][C:4]=2[N:3]=[C:2]1[NH:10][C:11]([C:13]1[NH:17][CH:16]=[N:15][C:14]=1[C:18]([NH:20][C:21]1[CH:26]=[CH:25][C:24]([N:27]2[CH2:28][CH2:29][N:30]([C:41]([NH:40][C:34]3[CH:39]=[CH:38][CH:37]=[CH:36][CH:35]=3)=[O:42])[CH2:31][CH2:32]2)=[CH:23][C:22]=1[CH3:33])=[O:19])=[O:12], predict the reactants needed to synthesize it. The reactants are: [NH:1]1[C:5]2[CH:6]=[CH:7][CH:8]=[CH:9][C:4]=2[N:3]=[C:2]1[NH:10][C:11]([C:13]1[NH:17][CH:16]=[N:15][C:14]=1[C:18]([NH:20][C:21]1[CH:26]=[CH:25][C:24]([N:27]2[CH2:32][CH2:31][NH:30][CH2:29][CH2:28]2)=[CH:23][C:22]=1[CH3:33])=[O:19])=[O:12].[C:34]1([N:40]=[C:41]=[O:42])[CH:39]=[CH:38][CH:37]=[CH:36][CH:35]=1. (6) Given the product [O:18]=[C:16]1[C:15]2[C:10](=[CH:11][CH:12]=[CH:13][CH:14]=2)[O:9][C:8]([C:5]2[CH:6]=[CH:7][C:2]([CH2:19][C:20]([OH:22])=[O:21])=[CH:3][CH:4]=2)=[CH:17]1.[C:20]([OH:22])(=[O:21])[CH3:19], predict the reactants needed to synthesize it. The reactants are: O[C:2]1[CH:7]=[CH:6][C:5]([C:8]2[O:9][C:10]3[C:15]([C:16](=[O:18])[CH:17]=2)=[CH:14][CH:13]=[CH:12][CH:11]=3)=[CH:4][CH:3]=1.[CH3:19][C:20]([O:22]C(C)=O)=[O:21].CCN(CC)CC.O. (7) The reactants are: Cl.[Cl:2][C:3]1[CH:7]=[CH:6][S:5][C:4]=1[C:8]([CH:10]1[CH2:15][CH2:14][NH:13][CH2:12][CH2:11]1)=[O:9].[C:16]([O:20][C:21](=[O:32])[NH:22][C@H:23]1[CH2:28][CH2:27][C@H:26]([CH2:29][CH:30]=O)[CH2:25][CH2:24]1)([CH3:19])([CH3:18])[CH3:17]. Given the product [C:16]([O:20][C:21](=[O:32])[NH:22][C@H:23]1[CH2:24][CH2:25][C@H:26]([CH2:29][CH2:30][N:13]2[CH2:14][CH2:15][CH:10]([C:8]([C:4]3[S:5][CH:6]=[CH:7][C:3]=3[Cl:2])=[O:9])[CH2:11][CH2:12]2)[CH2:27][CH2:28]1)([CH3:19])([CH3:18])[CH3:17], predict the reactants needed to synthesize it.